This data is from Full USPTO retrosynthesis dataset with 1.9M reactions from patents (1976-2016). The task is: Predict the reactants needed to synthesize the given product. (1) Given the product [F:4][CH2:5][CH2:6][O:7][CH2:8][CH2:9][O:10][CH2:11][CH2:12][O:13][C:14]1[CH:23]=[CH:22][C:21]2[C:16](=[CH:17][CH:18]=[C:19]([C:24]3[CH:29]=[CH:28][C:27]([NH:30][CH3:1])=[CH:26][CH:25]=3)[CH:20]=2)[N:15]=1, predict the reactants needed to synthesize it. The reactants are: [CH3:1][O-].[Na+].[F:4][CH2:5][CH2:6][O:7][CH2:8][CH2:9][O:10][CH2:11][CH2:12][O:13][C:14]1[CH:23]=[CH:22][C:21]2[C:16](=[CH:17][CH:18]=[C:19]([C:24]3[CH:29]=[CH:28][C:27]([NH2:30])=[CH:26][CH:25]=3)[CH:20]=2)[N:15]=1.C=O.[BH4-].[Na+]. (2) Given the product [CH3:18][C@@H:3]1[C@H:2]([N:1]2[CH2:7][CH2:2][CH2:3][N:4]([CH3:5])[C:8]2=[O:9])[CH2:7][CH2:6][CH2:5][N:4]1[C:8]([O:10][CH2:11][C:12]1[CH:17]=[CH:16][CH:15]=[CH:14][CH:13]=1)=[O:9], predict the reactants needed to synthesize it. The reactants are: [NH2:1][C@@H:2]1[CH2:7][CH2:6][CH2:5][N:4]([C:8]([O:10][CH2:11][C:12]2[CH:17]=[CH:16][CH:15]=[CH:14][CH:13]=2)=[O:9])[C@@H:3]1[CH3:18].[H-].[Na+].IC. (3) Given the product [NH:3]1[C:4]2[CH:9]=[CH:8][CH:7]=[CH:6][C:5]=2[N:1]=[C:2]1[C:10]1[C:14]([NH:15][C:22]([CH:19]2[CH2:20][CH2:21][O:16][CH2:17][CH2:18]2)=[O:23])=[CH:13][NH:12][N:11]=1, predict the reactants needed to synthesize it. The reactants are: [NH:1]1[C:5]2[CH:6]=[CH:7][CH:8]=[CH:9][C:4]=2[N:3]=[C:2]1[C:10]1[C:14]([NH2:15])=[CH:13][NH:12][N:11]=1.[O:16]1[CH2:21][CH2:20][CH:19]([C:22](Cl)=[O:23])[CH2:18][CH2:17]1.N1C2C=CC=CC=2N=C1C1C(NC(=O)C(C)C)=CNN=1. (4) Given the product [CH2:1]([O:8][C:9]1[CH:10]=[C:11]2[C:16](=[CH:17][CH:18]=1)[N:15]=[C:14]([CH2:19][CH:20]([CH3:21])[CH3:22])[C:13]([CH2:23][NH:24][C:51](=[O:52])[O:53][C:54]([CH3:55])([CH3:56])[CH3:57])=[C:12]2[CH2:35][CH2:36][CH2:37][CH3:38])[C:2]1[CH:3]=[CH:4][CH:5]=[CH:6][CH:7]=1, predict the reactants needed to synthesize it. The reactants are: [CH2:1]([O:8][C:9]1[CH:10]=[C:11]2[C:16](=[CH:17][CH:18]=1)[N:15]=[C:14]([CH2:19][CH:20]([CH3:22])[CH3:21])[C:13]([CH2:23][N:24]1C(=O)C3C(=CC=CC=3)C1=O)=[C:12]2[CH2:35][CH2:36][CH2:37][CH3:38])[C:2]1[CH:7]=[CH:6][CH:5]=[CH:4][CH:3]=1.O.NN.O.[C:51](O[C:51]([O:53][C:54]([CH3:57])([CH3:56])[CH3:55])=[O:52])([O:53][C:54]([CH3:57])([CH3:56])[CH3:55])=[O:52]. (5) Given the product [O:21]([C:28]1[CH:29]=[CH:30][C:31]([O:34][CH2:16][C@@H:13]([OH:12])[CH3:15])=[CH:32][CH:33]=1)[C:22]1[CH:23]=[CH:24][CH:25]=[CH:26][CH:27]=1, predict the reactants needed to synthesize it. The reactants are: [C:13]([O:12][Al]([O:12][C:13]([CH3:16])([CH3:15])C)[O:12][C:13](C)([CH3:16])[CH3:15])(C)([CH3:16])[CH3:15].[Cl-].[Al+3].[Cl-].[Cl-].[O:21]([C:28]1[CH:33]=[CH:32][C:31]([OH:34])=[CH:30][CH:29]=1)[C:22]1[CH:27]=[CH:26][CH:25]=[CH:24][CH:23]=1.C1OC1C. (6) The reactants are: [C:1]([O:5][C:6]([N:8]1[CH2:13][CH2:12][CH:11]=[C:10]([CH2:14]O)[CH2:9]1)=[O:7])([CH3:4])([CH3:3])[CH3:2].C([O-])([O-])OCC.[N+](C1C=C([N+]([O-])=O)C=CC=1O)([O-])=O.[C:35]([O:38][CH2:39][CH3:40])(=[O:37])[CH3:36]. Given the product [CH2:39]([O:38][C:35](=[O:37])[CH2:36][CH:11]1[CH2:12][CH2:13][N:8]([C:6]([O:5][C:1]([CH3:2])([CH3:3])[CH3:4])=[O:7])[CH2:9][C:10]1=[CH2:14])[CH3:40], predict the reactants needed to synthesize it. (7) Given the product [ClH:18].[F:1][C:2]1[CH:3]=[C:4]([C:8]#[C:9][C:10]2[CH:15]=[N:14][CH:13]=[C:12]([CH3:16])[N:11]=2)[CH:5]=[CH:6][CH:7]=1, predict the reactants needed to synthesize it. The reactants are: [F:1][C:2]1[CH:3]=[C:4]([C:8]#[C:9][C:10]2[CH:15]=[N:14][CH:13]=[C:12]([CH3:16])[N:11]=2)[CH:5]=[CH:6][CH:7]=1.C(Cl)[Cl:18]. (8) Given the product [CH3:1][O:2][C:3](=[O:17])[C:4]1[CH:9]=[C:8]([CH:10]=[CH:20][N:21]([CH3:23])[CH3:22])[C:7]([N+:11]([O-:13])=[O:12])=[CH:6][C:5]=1[N+:14]([O-:16])=[O:15], predict the reactants needed to synthesize it. The reactants are: [CH3:1][O:2][C:3](=[O:17])[C:4]1[CH:9]=[C:8]([CH3:10])[C:7]([N+:11]([O-:13])=[O:12])=[CH:6][C:5]=1[N+:14]([O-:16])=[O:15].CO[CH:20](OC)[N:21]([CH3:23])[CH3:22]. (9) Given the product [NH:7]1[C:8]2[C:4](=[C:3]([CH2:1][NH2:2])[CH:11]=[CH:10][CH:9]=2)[CH:5]=[CH:6]1, predict the reactants needed to synthesize it. The reactants are: [C:1]([C:3]1[CH:11]=[CH:10][CH:9]=[C:8]2[C:4]=1[CH:5]=[CH:6][NH:7]2)#[N:2].[H-].[Al+3].[Li+].[H-].[H-].[H-].